Dataset: Peptide-MHC class I binding affinity with 185,985 pairs from IEDB/IMGT. Task: Regression. Given a peptide amino acid sequence and an MHC pseudo amino acid sequence, predict their binding affinity value. This is MHC class I binding data. (1) The peptide sequence is RMLPKLAEF. The MHC is HLA-C14:02 with pseudo-sequence HLA-C14:02. The binding affinity (normalized) is 0.446. (2) The peptide sequence is YITIQDRPR. The MHC is HLA-A68:01 with pseudo-sequence HLA-A68:01. The binding affinity (normalized) is 0.698. (3) The peptide sequence is QQFANVISKI. The MHC is HLA-A68:02 with pseudo-sequence HLA-A68:02. The binding affinity (normalized) is 0.357. (4) The peptide sequence is FVRQCFNPM. The MHC is HLA-A24:02 with pseudo-sequence HLA-A24:02. The binding affinity (normalized) is 0.0847. (5) The peptide sequence is HPLSHFVNL. The MHC is HLA-B27:05 with pseudo-sequence YHTEYREICAKTDEDTLYLNYHDYTWAVLAYEWY. The binding affinity (normalized) is 0. (6) The peptide sequence is RPRGHREFC. The MHC is HLA-A30:01 with pseudo-sequence HLA-A30:01. The binding affinity (normalized) is 0.0847. (7) The peptide sequence is QWFLDLPLPW. The MHC is HLA-B44:03 with pseudo-sequence HLA-B44:03. The binding affinity (normalized) is 0.267. (8) The peptide sequence is HLLAEMNRKR. The MHC is HLA-A33:01 with pseudo-sequence HLA-A33:01. The binding affinity (normalized) is 0.304. (9) The peptide sequence is VCFMYSDFHF. The MHC is HLA-A02:01 with pseudo-sequence HLA-A02:01. The binding affinity (normalized) is 0.350.